From a dataset of Full USPTO retrosynthesis dataset with 1.9M reactions from patents (1976-2016). Predict the reactants needed to synthesize the given product. Given the product [C:1]([O:5][C:6]([N:8]1[CH2:13][CH2:12][CH2:11][C@@H:10]([O:14][C:26]2[CH:31]=[C:30]([F:32])[CH:29]=[CH:28][C:27]=2[N+:33]([O-:35])=[O:34])[CH2:9]1)=[O:7])([CH3:4])([CH3:2])[CH3:3], predict the reactants needed to synthesize it. The reactants are: [C:1]([O:5][C:6]([N:8]1[CH2:13][CH2:12][CH2:11][C@@H:10]([OH:14])[CH2:9]1)=[O:7])([CH3:4])([CH3:3])[CH3:2].[Li+].C[Si]([N-][Si](C)(C)C)(C)C.F[C:26]1[CH:31]=[C:30]([F:32])[CH:29]=[CH:28][C:27]=1[N+:33]([O-:35])=[O:34].